Dataset: NCI-60 drug combinations with 297,098 pairs across 59 cell lines. Task: Regression. Given two drug SMILES strings and cell line genomic features, predict the synergy score measuring deviation from expected non-interaction effect. (1) Drug 2: CCC1(CC2CC(C3=C(CCN(C2)C1)C4=CC=CC=C4N3)(C5=C(C=C6C(=C5)C78CCN9C7C(C=CC9)(C(C(C8N6C)(C(=O)OC)O)OC(=O)C)CC)OC)C(=O)OC)O.OS(=O)(=O)O. Cell line: TK-10. Synergy scores: CSS=1.77, Synergy_ZIP=1.50, Synergy_Bliss=1.40, Synergy_Loewe=-1.44, Synergy_HSA=-0.558. Drug 1: CC1=C(C=C(C=C1)NC(=O)C2=CC=C(C=C2)CN3CCN(CC3)C)NC4=NC=CC(=N4)C5=CN=CC=C5. (2) Drug 1: CC12CCC3C(C1CCC2=O)CC(=C)C4=CC(=O)C=CC34C. Drug 2: C1=C(C(=O)NC(=O)N1)N(CCCl)CCCl. Cell line: SK-MEL-28. Synergy scores: CSS=27.3, Synergy_ZIP=-1.51, Synergy_Bliss=2.72, Synergy_Loewe=2.30, Synergy_HSA=4.03. (3) Drug 1: CC1=C(C=C(C=C1)NC(=O)C2=CC=C(C=C2)CN3CCN(CC3)C)NC4=NC=CC(=N4)C5=CN=CC=C5. Drug 2: C1CN(P(=O)(OC1)NCCCl)CCCl. Cell line: SF-268. Synergy scores: CSS=-1.77, Synergy_ZIP=2.32, Synergy_Bliss=3.07, Synergy_Loewe=-1.70, Synergy_HSA=-1.62. (4) Drug 1: CCC1=CC2CC(C3=C(CN(C2)C1)C4=CC=CC=C4N3)(C5=C(C=C6C(=C5)C78CCN9C7C(C=CC9)(C(C(C8N6C)(C(=O)OC)O)OC(=O)C)CC)OC)C(=O)OC.C(C(C(=O)O)O)(C(=O)O)O. Drug 2: C1CN1P(=S)(N2CC2)N3CC3. Cell line: SF-295. Synergy scores: CSS=39.9, Synergy_ZIP=-13.9, Synergy_Bliss=-5.83, Synergy_Loewe=-25.7, Synergy_HSA=-2.60.